This data is from Peptide-MHC class I binding affinity with 185,985 pairs from IEDB/IMGT. The task is: Regression. Given a peptide amino acid sequence and an MHC pseudo amino acid sequence, predict their binding affinity value. This is MHC class I binding data. (1) The peptide sequence is HVTGRWNWW. The MHC is HLA-A26:01 with pseudo-sequence HLA-A26:01. The binding affinity (normalized) is 0.0847. (2) The peptide sequence is EIDVLPFDIK. The MHC is HLA-A33:01 with pseudo-sequence HLA-A33:01. The binding affinity (normalized) is 0.